This data is from Catalyst prediction with 721,799 reactions and 888 catalyst types from USPTO. The task is: Predict which catalyst facilitates the given reaction. (1) Product: [F:1][CH2:2][CH2:3][N:4]1[CH2:9][CH2:8][N:7]([C:10]2[CH:11]=[C:12]([CH:13]=[C:14]([C:16]([F:19])([F:18])[F:17])[CH:15]=2)[NH2:20])[CH2:6][CH2:5]1. Reactant: [F:1][CH2:2][CH2:3][N:4]1[CH2:9][CH2:8][N:7]([C:10]2[CH:15]=[C:14]([C:16]([F:19])([F:18])[F:17])[CH:13]=[C:12]([N+:20]([O-])=O)[CH:11]=2)[CH2:6][CH2:5]1. The catalyst class is: 19. (2) Reactant: COC1C=CC(C[N:8]([C:13]2[S:21][C:16]3=[CH:17][N:18]=[CH:19][CH:20]=[C:15]3[C:14]=2[C:22]([C:24]2[CH:25]=[C:26]3[C:30](=[CH:31][CH:32]=2)[C:29](=[N:33][OH:34])[CH2:28][CH2:27]3)=[O:23])[C:9](=[O:12])[CH2:10][CH3:11])=CC=1.O. Product: [OH:34][N:33]=[C:29]1[C:30]2[C:26](=[CH:25][C:24]([C:22]([C:14]3[C:15]4[C:16](=[CH:17][N:18]=[CH:19][CH:20]=4)[S:21][C:13]=3[NH:8][C:9](=[O:12])[CH2:10][CH3:11])=[O:23])=[CH:32][CH:31]=2)[CH2:27][CH2:28]1. The catalyst class is: 23. (3) Reactant: [N:1]1([CH2:7][CH2:8][NH:9][C:10]2[C:15]([F:16])=[CH:14][CH:13]=[CH:12][C:11]=2[CH2:17][OH:18])[CH2:6][CH2:5][CH2:4][CH2:3][CH2:2]1. Product: [N:1]1([CH2:7][CH2:8][NH:9][C:10]2[C:15]([F:16])=[CH:14][CH:13]=[CH:12][C:11]=2[CH:17]=[O:18])[CH2:6][CH2:5][CH2:4][CH2:3][CH2:2]1. The catalyst class is: 784.